From a dataset of Forward reaction prediction with 1.9M reactions from USPTO patents (1976-2016). Predict the product of the given reaction. (1) Given the reactants [NH2:1][C:2]1[S:3][CH:4]=[C:5]([C:7]2[CH:12]=[CH:11][CH:10]=[CH:9][CH:8]=2)[N:6]=1.[CH2:13]([C:16]1[CH:21]=[CH:20][C:19]([S:22](Cl)(=[O:24])=[O:23])=[CH:18][CH:17]=1)[CH2:14][CH3:15], predict the reaction product. The product is: [C:7]1([C:5]2[N:6]=[C:2]([NH:1][S:22]([C:19]3[CH:20]=[CH:21][C:16]([CH2:13][CH2:14][CH3:15])=[CH:17][CH:18]=3)(=[O:24])=[O:23])[S:3][CH:4]=2)[CH:12]=[CH:11][CH:10]=[CH:9][CH:8]=1. (2) Given the reactants [Cl:1][C:2]1[CH:7]=[C:6]([NH:8][C:9]2[CH:14]=[CH:13][C:12](C(F)(F)F)=[CH:11][CH:10]=2)[CH:5]=[CH:4][C:3]=1[C:19]([C:21]1[CH:26]=[C:25]([N+:27]([O-:29])=[O:28])[CH:24]=[CH:23][C:22]=1[CH3:30])=[O:20].BrC1C=CC([C:38](C2C=C([N+]([O-])=O)C=CC=2C)=[O:39])=C(Cl)C=1.COC1C=C(N)C=CC=1, predict the reaction product. The product is: [Cl:1][C:2]1[CH:7]=[C:6]([NH:8][C:9]2[CH:14]=[CH:13][CH:12]=[C:11]([O:39][CH3:38])[CH:10]=2)[CH:5]=[CH:4][C:3]=1[C:19]([C:21]1[CH:26]=[C:25]([N+:27]([O-:29])=[O:28])[CH:24]=[CH:23][C:22]=1[CH3:30])=[O:20].